Dataset: Full USPTO retrosynthesis dataset with 1.9M reactions from patents (1976-2016). Task: Predict the reactants needed to synthesize the given product. Given the product [CH3:1][C:2]1[N:3]([CH2:29][C:30]2[CH:35]=[CH:34][C:33]([C@H:36]([CH3:42])[CH2:37][C:38]([OH:40])=[O:39])=[CH:32][CH:31]=2)[C:4](=[O:28])[C:5]([C:9]2[CH:14]=[CH:13][C:12]([NH:15][C:16]([NH:18][C:19]3[CH:24]=[CH:23][CH:22]=[CH:21][C:20]=3[CH3:25])=[O:17])=[C:11]([O:26][CH3:27])[CH:10]=2)=[C:6]([CH3:8])[N:7]=1, predict the reactants needed to synthesize it. The reactants are: [CH3:1][C:2]1[N:3]([CH2:29][C:30]2[CH:35]=[CH:34][C:33]([C@H:36]([CH3:42])[CH2:37][C:38]([O:40]C)=[O:39])=[CH:32][CH:31]=2)[C:4](=[O:28])[C:5]([C:9]2[CH:14]=[CH:13][C:12]([NH:15][C:16]([NH:18][C:19]3[CH:24]=[CH:23][CH:22]=[CH:21][C:20]=3[CH3:25])=[O:17])=[C:11]([O:26][CH3:27])[CH:10]=2)=[C:6]([CH3:8])[N:7]=1.